This data is from Reaction yield outcomes from USPTO patents with 853,638 reactions. The task is: Predict the reaction yield, written as a fraction of the theoretical maximum amount of product (1.0 means a 100% yield; for example, 0.34 means a 34% yield). (1) The reactants are [C:1]1([CH3:10])[CH:6]=[CH:5][C:4]([S@@](C)=O)=[CH:3][CH:2]=1.C([Si](Cl)(Cl)Cl)C=C.[CH3:18][C:19](=[N:28][NH:29][C:30](=[O:39])[C:31]1[CH:36]=[CH:35][C:34]([CH2:37][CH3:38])=[CH:33][CH:32]=1)[CH2:20][CH2:21][C:22]1C=CC=CC=1. The catalyst is CC(=CC)C.C(Cl)Cl. The product is [CH2:18]([C@@H:19]([NH:28][NH:29][C:30](=[O:39])[C:31]1[CH:32]=[CH:33][C:34]([CH2:37][CH3:38])=[CH:35][CH:36]=1)[CH2:20][CH:21]=[CH2:22])[CH2:10][C:1]1[CH:6]=[CH:5][CH:4]=[CH:3][CH:2]=1. The yield is 0.414. (2) The reactants are [CH2:1]([N:3]1[CH:7]=[C:6]([CH:8]=O)[C:5]([O:10][CH2:11][C:12]2[CH:17]=[CH:16][C:15]([O:18][CH2:19][C:20]3[N:21]=[C:22]([C:26]4[O:27][CH:28]=[CH:29][CH:30]=4)[O:23][C:24]=3[CH3:25])=[C:14]([O:31][CH3:32])[CH:13]=2)=[N:4]1)[CH3:2].C(OP([CH2:41][C:42]([O:44][CH2:45][CH3:46])=[O:43])(OCC)=O)C.CN(C)C=O.[H-].[Na+]. The catalyst is O. The product is [CH2:1]([N:3]1[CH:7]=[C:6](/[CH:8]=[CH:41]/[C:42]([O:44][CH2:45][CH3:46])=[O:43])[C:5]([O:10][CH2:11][C:12]2[CH:17]=[CH:16][C:15]([O:18][CH2:19][C:20]3[N:21]=[C:22]([C:26]4[O:27][CH:28]=[CH:29][CH:30]=4)[O:23][C:24]=3[CH3:25])=[C:14]([O:31][CH3:32])[CH:13]=2)=[N:4]1)[CH3:2]. The yield is 0.910. (3) The reactants are [C:1]1([S:7](Cl)(=[O:9])=[O:8])[CH:6]=[CH:5][CH:4]=[CH:3][CH:2]=1.[Cl:11][C:12]1[CH:13]=[C:14]2[C:19](=[C:20]([NH2:22])[CH:21]=1)[N:18]=[CH:17][CH:16]=[CH:15]2.N1C=CC=CC=1. The catalyst is CS(C)=O.CO. The product is [Cl:11][C:12]1[CH:13]=[C:14]2[C:19](=[C:20]([NH:22][S:7]([C:1]3[CH:6]=[CH:5][CH:4]=[CH:3][CH:2]=3)(=[O:9])=[O:8])[CH:21]=1)[N:18]=[CH:17][CH:16]=[CH:15]2. The yield is 0.610. (4) The reactants are [C:1]([O:5][C:6](=[O:20])[CH2:7][C:8]1[N:16]2[C:11]([CH:12]=[CH:13][C:14]([C:17]#N)=[CH:15]2)=[CH:10][C:9]=1[CH3:19])([CH3:4])([CH3:3])[CH3:2].O.[PH2]([O-])=O.[Na+].[CH3:26]NC.[C:29]([BH3-])#[N:30].[Na+].C([O-])(O)=O.[Na+]. The catalyst is O.N1C=CC=CC=1.C(O)(=O)C.[Ni].CO. The product is [C:1]([O:5][C:6](=[O:20])[CH2:7][C:8]1[N:16]2[C:11]([CH:12]=[CH:13][C:14]([CH2:17][N:30]([CH3:29])[CH3:26])=[CH:15]2)=[CH:10][C:9]=1[CH3:19])([CH3:4])([CH3:3])[CH3:2]. The yield is 0.230. (5) The reactants are [CH3:1][C:2]1([CH3:22])[C:7]2[CH:8]=[C:9]([C:12]3[N:17]=[C:16]([CH2:18][C:19]#[N:20])[CH:15]=[CH:14][CH:13]=3)[CH:10]=[CH:11][C:6]=2[NH:5][C:4](=O)[O:3]1.COC1C=CC(P2(SP(C3C=CC(OC)=CC=3)(=S)S2)=[S:32])=CC=1. The catalyst is CC1C=CC(C)=CC=1. The product is [CH3:1][C:2]1([CH3:22])[C:7]2[CH:8]=[C:9]([C:12]3[N:17]=[C:16]([CH2:18][C:19]#[N:20])[CH:15]=[CH:14][CH:13]=3)[CH:10]=[CH:11][C:6]=2[NH:5][C:4](=[S:32])[O:3]1. The yield is 0.480. (6) The reactants are [Br:1]N1C(=O)CCC1=O.[C:9]([C:11]1[C:20]2[C:15](=[CH:16][CH:17]=[CH:18][CH:19]=2)[C:14]([N:21]2[CH:25]=[CH:24][N:23]=[C:22]2[S:26][CH2:27][C:28]([O:30][CH2:31][CH3:32])=[O:29])=[CH:13][CH:12]=1)#[N:10]. The catalyst is ClCCl. The product is [Br:1][C:25]1[N:21]([C:14]2[C:15]3[C:20](=[CH:19][CH:18]=[CH:17][CH:16]=3)[C:11]([C:9]#[N:10])=[CH:12][CH:13]=2)[C:22]([S:26][CH2:27][C:28]([O:30][CH2:31][CH3:32])=[O:29])=[N:23][CH:24]=1. The yield is 0.715.